This data is from Full USPTO retrosynthesis dataset with 1.9M reactions from patents (1976-2016). The task is: Predict the reactants needed to synthesize the given product. (1) Given the product [Br:1][C:2]1[CH:11]=[C:10]2[C:5]([CH:6]([NH2:12])[CH2:7][CH2:8][O:9]2)=[CH:4][CH:3]=1, predict the reactants needed to synthesize it. The reactants are: [Br:1][C:2]1[CH:11]=[C:10]2[C:5]([C:6](=[N:12]O)[CH2:7][CH2:8][O:9]2)=[CH:4][CH:3]=1.O.[H][H]. (2) Given the product [Cl:25][C:26]1[C:27]([F:55])=[C:28]([NH:32][C:33]2[C:42]3[C:37](=[CH:38][C:39]([O:53][CH3:54])=[C:40]([O:43][C@@H:44]4[CH2:48][N:47]([CH3:49])[C@H:46]([C:50]([NH:15][CH:14]5[CH2:12][CH2:13]5)=[O:51])[CH2:45]4)[CH:41]=3)[N:36]=[CH:35][N:34]=2)[CH:29]=[CH:30][CH:31]=1, predict the reactants needed to synthesize it. The reactants are: CN(C(ON1N=NC2[CH:12]=[CH:13][CH:14]=[N:15]C1=2)=[N+](C)C)C.F[P-](F)(F)(F)(F)F.[Cl:25][C:26]1[C:27]([F:55])=[C:28]([NH:32][C:33]2[C:42]3[C:37](=[CH:38][C:39]([O:53][CH3:54])=[C:40]([O:43][C@@H:44]4[CH2:48][N:47]([CH3:49])[C@H:46]([C:50](O)=[O:51])[CH2:45]4)[CH:41]=3)[N:36]=[CH:35][N:34]=2)[CH:29]=[CH:30][CH:31]=1.C1(N)CC1.CCN(C(C)C)C(C)C. (3) The reactants are: [C:1]([O:5][C:6]([N:8]1[CH2:13][CH2:12][CH:11]([C:14]2[NH:15][C:16]([C:27]3[CH:32]=[CH:31][C:30]([O:33][CH3:34])=[CH:29][CH:28]=3)=[C:17]([C:19]3[CH:24]=[CH:23][C:22]([O:25][CH3:26])=[CH:21][CH:20]=3)[N:18]=2)[CH2:10][CH2:9]1)=[O:7])([CH3:4])([CH3:3])[CH3:2].Br[CH2:36][C:37]([O:39][CH3:40])=[O:38].C(=O)([O-])[O-].[K+].[K+]. Given the product [C:1]([O:5][C:6]([N:8]1[CH2:13][CH2:12][CH:11]([C:14]2[N:18]([CH2:36][C:37]([O:39][CH3:40])=[O:38])[C:17]([C:19]3[CH:24]=[CH:23][C:22]([O:25][CH3:26])=[CH:21][CH:20]=3)=[C:16]([C:27]3[CH:28]=[CH:29][C:30]([O:33][CH3:34])=[CH:31][CH:32]=3)[N:15]=2)[CH2:10][CH2:9]1)=[O:7])([CH3:4])([CH3:3])[CH3:2], predict the reactants needed to synthesize it. (4) Given the product [Cl:14][C:15]1[CH:20]=[C:19]([C:21]2([C:23]([F:26])([F:24])[F:25])[O:1][N:2]=[C:3]([C:4]3[O:8][C:7]([CH3:9])=[C:6]([C:10]([O:12][CH3:13])=[O:11])[CH:5]=3)[CH2:22]2)[CH:18]=[C:17]([Cl:27])[CH:16]=1, predict the reactants needed to synthesize it. The reactants are: [OH:1][N:2]=[CH:3][C:4]1[O:8][C:7]([CH3:9])=[C:6]([C:10]([O:12][CH3:13])=[O:11])[CH:5]=1.[Cl:14][C:15]1[CH:20]=[C:19]([C:21]([C:23]([F:26])([F:25])[F:24])=[CH2:22])[CH:18]=[C:17]([Cl:27])[CH:16]=1.[O-]Cl.[Na+].C(N(CC)CC)C. (5) Given the product [OH:1][C@:2]([C:12]1[CH:17]=[CH:16][CH:15]=[C:14]([OH:18])[CH:13]=1)([C:6]1[CH:7]=[CH:8][CH:9]=[CH:10][CH:11]=1)[C:3]([O:5][CH2:35][CH:36]1[CH2:41][CH2:40][N:39]([C:42]([O:44][C:45]([CH3:46])([CH3:48])[CH3:47])=[O:43])[CH2:38][CH2:37]1)=[O:4], predict the reactants needed to synthesize it. The reactants are: [OH:1][C@:2]([C:12]1[CH:17]=[CH:16][CH:15]=[C:14]([OH:18])[CH:13]=1)([C:6]1[CH:11]=[CH:10][CH:9]=[CH:8][CH:7]=1)[C:3]([OH:5])=[O:4].C(=O)([O-])O.[K+].S(O[CH2:35][CH:36]1[CH2:41][CH2:40][N:39]([C:42]([O:44][C:45]([CH3:48])([CH3:47])[CH3:46])=[O:43])[CH2:38][CH2:37]1)(C1C=CC(C)=CC=1)(=O)=O. (6) Given the product [CH:18]([NH:17][C:15]([C@H:12]1[CH2:13][CH2:14][C@@H:9]([NH:8][C:6]2[C:5]([N+:21]([O-:23])=[O:22])=[CH:4][N:3]=[C:2]([S:25]([CH3:24])(=[O:27])=[O:26])[CH:7]=2)[CH2:10][CH2:11]1)=[O:16])([CH3:20])[CH3:19], predict the reactants needed to synthesize it. The reactants are: Cl[C:2]1[CH:7]=[C:6]([NH:8][C@@H:9]2[CH2:14][CH2:13][C@H:12]([C:15]([NH:17][CH:18]([CH3:20])[CH3:19])=[O:16])[CH2:11][CH2:10]2)[C:5]([N+:21]([O-:23])=[O:22])=[CH:4][N:3]=1.[CH3:24][S:25]([O-:27])=[O:26].[Na+].